From a dataset of NCI-60 drug combinations with 297,098 pairs across 59 cell lines. Regression. Given two drug SMILES strings and cell line genomic features, predict the synergy score measuring deviation from expected non-interaction effect. (1) Drug 1: CCCCC(=O)OCC(=O)C1(CC(C2=C(C1)C(=C3C(=C2O)C(=O)C4=C(C3=O)C=CC=C4OC)O)OC5CC(C(C(O5)C)O)NC(=O)C(F)(F)F)O. Drug 2: C(CN)CNCCSP(=O)(O)O. Cell line: COLO 205. Synergy scores: CSS=56.4, Synergy_ZIP=1.03, Synergy_Bliss=-2.86, Synergy_Loewe=-33.4, Synergy_HSA=-3.71. (2) Drug 1: CC1=CC2C(CCC3(C2CCC3(C(=O)C)OC(=O)C)C)C4(C1=CC(=O)CC4)C. Drug 2: CCC1(CC2CC(C3=C(CCN(C2)C1)C4=CC=CC=C4N3)(C5=C(C=C6C(=C5)C78CCN9C7C(C=CC9)(C(C(C8N6C)(C(=O)OC)O)OC(=O)C)CC)OC)C(=O)OC)O.OS(=O)(=O)O. Cell line: TK-10. Synergy scores: CSS=8.58, Synergy_ZIP=5.36, Synergy_Bliss=7.75, Synergy_Loewe=-18.6, Synergy_HSA=3.76. (3) Drug 1: CC12CCC3C(C1CCC2=O)CC(=C)C4=CC(=O)C=CC34C. Drug 2: C1=CC(=CC=C1CC(C(=O)O)N)N(CCCl)CCCl.Cl. Cell line: HS 578T. Synergy scores: CSS=50.9, Synergy_ZIP=1.27, Synergy_Bliss=5.71, Synergy_Loewe=-8.62, Synergy_HSA=4.36. (4) Drug 1: CC(CN1CC(=O)NC(=O)C1)N2CC(=O)NC(=O)C2. Drug 2: CCC(=C(C1=CC=CC=C1)C2=CC=C(C=C2)OCCN(C)C)C3=CC=CC=C3.C(C(=O)O)C(CC(=O)O)(C(=O)O)O. Cell line: MOLT-4. Synergy scores: CSS=52.7, Synergy_ZIP=0.156, Synergy_Bliss=1.60, Synergy_Loewe=-1.53, Synergy_HSA=1.68. (5) Drug 1: CS(=O)(=O)C1=CC(=C(C=C1)C(=O)NC2=CC(=C(C=C2)Cl)C3=CC=CC=N3)Cl. Drug 2: CC12CCC(CC1=CCC3C2CCC4(C3CC=C4C5=CN=CC=C5)C)O. Cell line: A498. Synergy scores: CSS=1.48, Synergy_ZIP=0.186, Synergy_Bliss=-0.0853, Synergy_Loewe=-2.36, Synergy_HSA=-2.17.